From a dataset of Full USPTO retrosynthesis dataset with 1.9M reactions from patents (1976-2016). Predict the reactants needed to synthesize the given product. (1) The reactants are: Br[C:2]1[CH:3]=[C:4]2[CH:10]=[CH:9][NH:8][C:5]2=[N:6][CH:7]=1.[N:11]1([C:17]([C:19]2[CH:20]=[C:21](B(O)O)[CH:22]=[CH:23][CH:24]=2)=[O:18])[CH2:16][CH2:15][O:14][CH2:13][CH2:12]1.C(=O)(O)[O-].[Na+]. Given the product [NH:8]1[C:5]2=[N:6][CH:7]=[C:2]([C:23]3[CH:24]=[C:19]([C:17]([N:11]4[CH2:16][CH2:15][O:14][CH2:13][CH2:12]4)=[O:18])[CH:20]=[CH:21][CH:22]=3)[CH:3]=[C:4]2[CH:10]=[CH:9]1, predict the reactants needed to synthesize it. (2) Given the product [Si:30]([O:29][C@H:22]([C:23]1[CH:24]=[CH:25][CH:26]=[CH:27][CH:28]=1)[C@H:21]1[CH2:20][CH2:19][C@@H:18]([CH2:37][C:38]2[CH:39]=[CH:40][C:41]([C:42](=[O:43])[NH:9][CH:7]([C:2]3[CH:3]=[CH:4][CH:5]=[CH:6][N:1]=3)[CH3:8])=[CH:45][CH:46]=2)[N:17]1[C:15]([O:14][C:10]([CH3:11])([CH3:12])[CH3:13])=[O:16])([C:33]([CH3:34])([CH3:35])[CH3:36])([CH3:32])[CH3:31], predict the reactants needed to synthesize it. The reactants are: [N:1]1[CH:6]=[CH:5][CH:4]=[CH:3][C:2]=1[CH:7]([NH2:9])[CH3:8].[C:10]([O:14][C:15]([N:17]1[C@@H:21]([C@H:22]([O:29][Si:30]([C:33]([CH3:36])([CH3:35])[CH3:34])([CH3:32])[CH3:31])[C:23]2[CH:28]=[CH:27][CH:26]=[CH:25][CH:24]=2)[CH2:20][CH2:19][C@H:18]1[CH2:37][C:38]1[CH:46]=[CH:45][C:41]([C:42](O)=[O:43])=[CH:40][CH:39]=1)=[O:16])([CH3:13])([CH3:12])[CH3:11].CN(C(ON1N=NC2C=CC=NC1=2)=[N+](C)C)C.F[P-](F)(F)(F)(F)F.CCN(C(C)C)C(C)C. (3) Given the product [Br:27][CH2:26][C:23]1[CH:22]=[CH:21][CH:20]=[CH:25][C:24]=1[CH2:29][S:13][C:7]1[C:6]2[C:11](=[CH:12][C:3]([C:2]([F:1])([F:14])[F:15])=[CH:4][CH:5]=2)[N:10]=[CH:9][CH:8]=1, predict the reactants needed to synthesize it. The reactants are: [F:1][C:2]([F:15])([F:14])[C:3]1[CH:12]=[C:11]2[C:6]([C:7]([SH:13])=[CH:8][CH:9]=[N:10]2)=[CH:5][CH:4]=1.[H-].[Na+].BrC[C:20]1[CH:25]=[CH:24][C:23]([CH2:26][Br:27])=[CH:22][CH:21]=1.O.[CH3:29]N(C=O)C.